Dataset: Full USPTO retrosynthesis dataset with 1.9M reactions from patents (1976-2016). Task: Predict the reactants needed to synthesize the given product. Given the product [NH2:8][C:6]1[CH:7]=[C:2]([Cl:1])[C:3]([O:11][C:12]2[CH:17]=[CH:16][CH:15]=[CH:14][C:13]=2[N:18]2[CH2:19][CH2:20][N:21]([C:24](=[O:26])[CH3:25])[CH2:22][CH2:23]2)=[N:4][CH:5]=1, predict the reactants needed to synthesize it. The reactants are: [Cl:1][C:2]1[C:3]([O:11][C:12]2[CH:17]=[CH:16][CH:15]=[CH:14][C:13]=2[N:18]2[CH2:23][CH2:22][N:21]([C:24](=[O:26])[CH3:25])[CH2:20][CH2:19]2)=[N:4][CH:5]=[C:6]([N+:8]([O-])=O)[CH:7]=1.